From a dataset of Forward reaction prediction with 1.9M reactions from USPTO patents (1976-2016). Predict the product of the given reaction. (1) Given the reactants [Cl:1][C:2]1[CH:3]=[C:4](OB(O)O)[CH:5]=[C:6]([Cl:8])[CH:7]=1.Br[C:14]([C:16]([F:19])([F:18])[F:17])=[CH2:15].C(=O)([O-])[O-].[K+].[K+], predict the reaction product. The product is: [Cl:1][C:2]1[CH:3]=[C:4]([C:14]([C:16]([F:19])([F:18])[F:17])=[CH2:15])[CH:5]=[C:6]([Cl:8])[CH:7]=1. (2) Given the reactants [OH:1][C:2]1([CH2:5][CH2:6][N:7]2[C:15](=[O:16])[C:14]3[NH:13][C:12]([O:17][C:18]4[CH:23]=[CH:22][CH:21]=[C:20]([O:24][C:25]([F:28])([F:27])[F:26])[CH:19]=4)=[N:11][C:10]=3[N:9]([CH3:29])[C:8]2=[O:30])[CH2:4][CH2:3]1.Cl.Cl[CH2:33][C:34]1[CH:39]=[CH:38][C:37]([CH3:40])=[CH:36][N:35]=1.C(=O)([O-])[O-].[K+].[K+], predict the reaction product. The product is: [OH:1][C:2]1([CH2:5][CH2:6][N:7]2[C:15](=[O:16])[C:14]3[N:13]([CH2:33][C:34]4[CH:39]=[CH:38][C:37]([CH3:40])=[CH:36][N:35]=4)[C:12]([O:17][C:18]4[CH:23]=[CH:22][CH:21]=[C:20]([O:24][C:25]([F:26])([F:27])[F:28])[CH:19]=4)=[N:11][C:10]=3[N:9]([CH3:29])[C:8]2=[O:30])[CH2:4][CH2:3]1. (3) Given the reactants [CH:1]1([C:7]([N:9]2[C:17]3[C:12](=[CH:13][C:14]([S:18]([NH2:21])(=[O:20])=[O:19])=[CH:15][CH:16]=3)[CH2:11][CH2:10]2)=[O:8])CCCC[CH2:2]1.N1C2C(=CC(S(N)(=O)=O)=CC=2)CC1.[Cl:35]CCC(Cl)=O, predict the reaction product. The product is: [Cl:35][CH2:2][CH2:1][C:7]([N:9]1[C:17]2[C:12](=[CH:13][C:14]([S:18]([NH2:21])(=[O:20])=[O:19])=[CH:15][CH:16]=2)[CH2:11][CH2:10]1)=[O:8]. (4) Given the reactants [NH2:1][CH:2]1[CH:6]([F:7])[CH2:5][N:4]([C:8]([O:10][CH2:11][C:12]2[CH:17]=[CH:16][CH:15]=[CH:14][CH:13]=2)=[O:9])[CH2:3]1.C(N(CC)CC)C.[C:25](O[C:25]([O:27][C:28]([CH3:31])([CH3:30])[CH3:29])=[O:26])([O:27][C:28]([CH3:31])([CH3:30])[CH3:29])=[O:26], predict the reaction product. The product is: [C:28]([O:27][C:25]([NH:1][CH:2]1[CH:6]([F:7])[CH2:5][N:4]([C:8]([O:10][CH2:11][C:12]2[CH:17]=[CH:16][CH:15]=[CH:14][CH:13]=2)=[O:9])[CH2:3]1)=[O:26])([CH3:31])([CH3:30])[CH3:29]. (5) Given the reactants BrCC1C=CC(F)=CC=1.Br[CH2:11][CH:12]1[CH2:14][CH2:13]1.[O:15]=[C:16]1[NH:20][N:19]=[CH:18][N:17]1[C:21]1[CH:22]=[C:23]([CH:28]=[CH:29][N:30]=1)[C:24]([O:26][CH3:27])=[O:25].C([O-])(=O)C1C=CN=CC=1, predict the reaction product. The product is: [CH:14]1([CH2:13][N:20]2[C:16](=[O:15])[N:17]([C:21]3[CH:22]=[C:23]([CH:28]=[CH:29][N:30]=3)[C:24]([O:26][CH3:27])=[O:25])[CH:18]=[N:19]2)[CH2:12][CH2:11]1.